Dataset: NCI-60 drug combinations with 297,098 pairs across 59 cell lines. Task: Regression. Given two drug SMILES strings and cell line genomic features, predict the synergy score measuring deviation from expected non-interaction effect. (1) Drug 1: CCCS(=O)(=O)NC1=C(C(=C(C=C1)F)C(=O)C2=CNC3=C2C=C(C=N3)C4=CC=C(C=C4)Cl)F. Drug 2: C1=NC2=C(N1)C(=S)N=CN2. Cell line: RXF 393. Synergy scores: CSS=8.50, Synergy_ZIP=-5.21, Synergy_Bliss=-8.64, Synergy_Loewe=-14.6, Synergy_HSA=-6.99. (2) Drug 1: C1CCC(CC1)NC(=O)N(CCCl)N=O. Drug 2: CC1=C(C=C(C=C1)C(=O)NC2=CC(=CC(=C2)C(F)(F)F)N3C=C(N=C3)C)NC4=NC=CC(=N4)C5=CN=CC=C5. Cell line: M14. Synergy scores: CSS=8.02, Synergy_ZIP=0.889, Synergy_Bliss=5.00, Synergy_Loewe=2.95, Synergy_HSA=3.09. (3) Drug 1: CC(C)(C#N)C1=CC(=CC(=C1)CN2C=NC=N2)C(C)(C)C#N. Drug 2: CCC1=C2CN3C(=CC4=C(C3=O)COC(=O)C4(CC)O)C2=NC5=C1C=C(C=C5)O. Cell line: A498. Synergy scores: CSS=17.1, Synergy_ZIP=-5.35, Synergy_Bliss=-3.91, Synergy_Loewe=-41.9, Synergy_HSA=-3.02. (4) Drug 1: CC(C)(C#N)C1=CC(=CC(=C1)CN2C=NC=N2)C(C)(C)C#N. Drug 2: CCN(CC)CCCC(C)NC1=C2C=C(C=CC2=NC3=C1C=CC(=C3)Cl)OC. Cell line: SK-MEL-28. Synergy scores: CSS=1.67, Synergy_ZIP=2.64, Synergy_Bliss=-1.72, Synergy_Loewe=-5.63, Synergy_HSA=-5.29. (5) Drug 1: CCC1(CC2CC(C3=C(CCN(C2)C1)C4=CC=CC=C4N3)(C5=C(C=C6C(=C5)C78CCN9C7C(C=CC9)(C(C(C8N6C=O)(C(=O)OC)O)OC(=O)C)CC)OC)C(=O)OC)O.OS(=O)(=O)O. Drug 2: CC1C(C(CC(O1)OC2CC(CC3=C2C(=C4C(=C3O)C(=O)C5=CC=CC=C5C4=O)O)(C(=O)C)O)N)O. Cell line: RXF 393. Synergy scores: CSS=49.9, Synergy_ZIP=0.680, Synergy_Bliss=2.17, Synergy_Loewe=-0.456, Synergy_HSA=1.64. (6) Drug 1: C1CCN(CC1)CCOC2=CC=C(C=C2)C(=O)C3=C(SC4=C3C=CC(=C4)O)C5=CC=C(C=C5)O. Cell line: OVCAR-8. Synergy scores: CSS=5.04, Synergy_ZIP=-1.12, Synergy_Bliss=-0.326, Synergy_Loewe=-9.22, Synergy_HSA=-3.62. Drug 2: CC1=C(C(=CC=C1)Cl)NC(=O)C2=CN=C(S2)NC3=CC(=NC(=N3)C)N4CCN(CC4)CCO. (7) Drug 1: C1=CC(=CC=C1CC(C(=O)O)N)N(CCCl)CCCl.Cl. Drug 2: C1=NC2=C(N1)C(=S)N=C(N2)N. Cell line: HOP-92. Synergy scores: CSS=31.7, Synergy_ZIP=-3.81, Synergy_Bliss=-0.833, Synergy_Loewe=-5.45, Synergy_HSA=2.16.